This data is from Reaction yield outcomes from USPTO patents with 853,638 reactions. The task is: Predict the reaction yield, written as a fraction of the theoretical maximum amount of product (1.0 means a 100% yield; for example, 0.34 means a 34% yield). (1) The reactants are [Cl:1][CH2:2][CH2:3][CH2:4][CH2:5][OH:6].S(=O)(=O)(O)O.[F:12][C:13]1[CH:27]=[CH:26][C:16]([CH:17](O)[C:18]2[CH:23]=[CH:22][C:21]([F:24])=[CH:20][CH:19]=2)=[CH:15][CH:14]=1. The catalyst is C1(C)C=CC=CC=1. The product is [F:12][C:13]1[CH:14]=[CH:15][C:16]([CH:17]([C:18]2[CH:23]=[CH:22][C:21]([F:24])=[CH:20][CH:19]=2)[O:6][CH2:5][CH2:4][CH2:3][CH2:2][Cl:1])=[CH:26][CH:27]=1. The yield is 0.750. (2) The reactants are [NH2:1][C:2]1[CH:3]=[CH:4][C:5]2[CH2:9][O:8][B:7]([OH:10])[C:6]=2[CH:11]=1.CN1CCOCC1.Cl[S:20]([C:23]1[CH:28]=[CH:27][C:26]([NH:29][C:30](=[O:35])[C:31]([F:34])([F:33])[F:32])=[CH:25][C:24]=1[CH2:36][C:37]([O:39][CH3:40])=[O:38])(=[O:22])=[O:21]. The catalyst is C(#N)C. The product is [OH:10][B:7]1[C:6]2[CH:11]=[C:2]([NH:1][S:20]([C:23]3[CH:28]=[CH:27][C:26]([NH:29][C:30](=[O:35])[C:31]([F:32])([F:33])[F:34])=[CH:25][C:24]=3[CH2:36][C:37]([O:39][CH3:40])=[O:38])(=[O:21])=[O:22])[CH:3]=[CH:4][C:5]=2[CH2:9][O:8]1. The yield is 0.600. (3) The reactants are [F:1][C:2]1[CH:7]=[CH:6][C:5]([C:8]2[C:12]([CH2:13][O:14][C:15]3[CH:23]=[CH:22][C:18]([C:19]([OH:21])=O)=[CH:17][N:16]=3)=[C:11]([CH3:24])[O:10][N:9]=2)=[CH:4][CH:3]=1.[CH:25]1([NH2:28])[CH2:27][CH2:26]1. No catalyst specified. The product is [CH:25]1([NH:28][C:19](=[O:21])[C:18]2[CH:22]=[CH:23][C:15]([O:14][CH2:13][C:12]3[C:8]([C:5]4[CH:4]=[CH:3][C:2]([F:1])=[CH:7][CH:6]=4)=[N:9][O:10][C:11]=3[CH3:24])=[N:16][CH:17]=2)[CH2:27][CH2:26]1. The yield is 0.430. (4) The catalyst is CCO. The reactants are [CH:1]1([C:4]2[CH:5]=[C:6]([OH:23])[CH:7]=[CH:8][C:9]=2[C:10]2[CH:15]=[CH:14][CH:13]=[C:12]([N:16]3C(C)=CC=C3C)[N:11]=2)[CH2:3][CH2:2]1.NO.Cl. The yield is 0.670. The product is [NH2:16][C:12]1[N:11]=[C:10]([C:9]2[CH:8]=[CH:7][C:6]([OH:23])=[CH:5][C:4]=2[CH:1]2[CH2:3][CH2:2]2)[CH:15]=[CH:14][CH:13]=1.